Dataset: Experimentally validated miRNA-target interactions with 360,000+ pairs, plus equal number of negative samples. Task: Binary Classification. Given a miRNA mature sequence and a target amino acid sequence, predict their likelihood of interaction. (1) The miRNA is hsa-miR-5194 with sequence UGAGGGGUUUGGAAUGGGAUGG. The protein sequence of the target gene is MMFGGYETIEAYEDDLYRDESSSELSVDSEVEFQLYSQIHYAQDLDDVIREEEHEEKNSGNSESSSSKPNQKKLIVLSDSEVIQLSDGSEVITLSDEDSIYRCKGKNVRVQAQENAHGLSSSLQSNELVDKKCKSDIEKPKSEERSGVIREVMIIEVSSSEEEESTISEGDNVESWMLLGCEVDDKDDDILLNLVGCENSVTEGEDGINWSISDKDIEAQIANNRTPGRWTQRYYSANKNIICRNCDKRGHLSKNCPLPRKVRRCFLCSRRGHLLYSCPAPLCEYCPVPKMLDHSCLFRH.... Result: 0 (no interaction). (2) The miRNA is hsa-miR-3689a-3p with sequence CUGGGAGGUGUGAUAUCGUGGU. The protein sequence of the target gene is MAEYSYVKSTKLVLKGTKAKSKKKKSKDKKRKREEDEETQLDIVGIWWTVSNFGEISGTIAIEMDKGAYIHALDNGLFTLGAPHREVDEGPSPPEQFTAVKLSDSRIALKSGYGKYLGINSDGLVVGRSDAIGPREQWEPVFQDGKMALLASNSCFIRCNEAGDIEAKNKTAGEEEMIKIRSCAERETKKKDDIPEEDKGSVKQCEINYVKKFQSFQDHKLKISKEDSKILKKARKDGFLHETLLDRRAKLKADRYCK. Result: 0 (no interaction). (3) The miRNA is hsa-miR-1909-5p with sequence UGAGUGCCGGUGCCUGCCCUG. The protein sequence of the target gene is MGSIGSQRLKEPCVAATSDQSVVTSFSFDNFQLETTAEGAQDPGIRVRGVPTFTDSAVEEPVPDDRYHAIYFAMLLAGVGFLLPYNSFITDVDYLHHKYPGTSIVFDMSLTYILVALAAVLLNNVVVERLNLHTRITTGYLLALGPLLFISICDVWLQLFSHDQAYAINLAAVGTVAFGCTVQQSSFYGYTGLLPKRYTQGVMTGESTAGVMISLSRILTKLLLPDERASTIIFFLVSAGLELLCFLLHLLVRRSRFVLYYTTRPRDSRPVQAGYRVHHDVASGDIHFEHQTPALSSSRS.... Result: 0 (no interaction). (4) The miRNA is gga-miR-365-3p with sequence UAAUGCCCCUAAAAAUCCUUAU. The protein sequence of the target gene is MSSQSHPDGLSGRDQPVELLNPPRVNHMPSSVDVSTALPLQVAPTSVPMDLRLDHQFPMPVTEPTLREQQLQQELLALKQKQQIQRQILIAEFQRQHEQLSRQHEAQLHEHIKQQEMLAMKHQQELLEHQRKLEQHRQEQELEKQHREQKLQQLKNKEKGKESAVASTEVKMKLQEFVLNKKKALAHRNLNHCISSDPRFWYGKTQHSSLDQSSPPQSGVSGTYNHPVLGMYDSKDDFPLRKTASEPNLKLRSRLKQKVAERRSSPLLRRKDGPVVTALKKRPLDVTDSACNSAPGSGPS.... Result: 1 (interaction).